Dataset: Experimentally validated miRNA-target interactions with 360,000+ pairs, plus equal number of negative samples. Task: Binary Classification. Given a miRNA mature sequence and a target amino acid sequence, predict their likelihood of interaction. (1) The miRNA is mmu-miR-181a-5p with sequence AACAUUCAACGCUGUCGGUGAGU. The protein sequence of the target gene is MSKLSFRARALDAAKPLPIYRGKDMPDLNDCVSINRAVPQMPTGMEKEEESEHHLQRAISAQQVFREKKESMVIPVPEAESNVNYYNRLYKGEFKQPKQFIHIQPFNLDNEQPDYDMDSEDETLLNRLNRKMEIKPLQFEIMIDRLEKASSNQLVTLQEAKLLLNEDDYLIKAVYDYWVRKRKNCRGPSLIPQIKQEKRDGSTNNDPYVAFRRRTEKMQTRKNRKNDEASYEKMLKLRREFSRAITILEMIKRREKTKRELLHLTLEVVEKRYHLGDYGGEILNEVKVNRSEKELYASPA.... Result: 1 (interaction). (2) The miRNA is hsa-miR-493-3p with sequence UGAAGGUCUACUGUGUGCCAGG. The protein sequence of the target gene is MSEESDSLRTSPSVASLSENELPLPPPDPPGYVCSLTEDLVTKAREELQEKPEWRLRDVQALRDMVRKEYPYLSTSLDDAFLLRFLRARKFDYDRALQLLVNYHGCRRSWPEVFSNLRPSALKDVLNSGFLTVLPHTDPRGCHVLCIRPDRWIPSNYPITENIRAVYLTLEKLIQSEETQVNGIVILADYKGVSLSKASHFGPFIAKKVIGILQDGFPIRIKAVHIVNEPRIFKGIFAIIKPFLKEKIANRFFLHGSDLNSLHTNLPRNILPKEYGGTAGELDTASWNAVLLASEEDFVK.... Result: 0 (no interaction). (3) The miRNA is cel-miR-358-3p with sequence AUUGGUAUCCCUGUCAAGGUCU. The protein sequence of the target gene is MAAFRDIEEVSQGLLSLLGANRAEAQQRRLLGRHEQVVERLLETQDGAEKQLREILTMEKEVAQSLLNAKEQVHQGGVELQQLEAGLQEAGEEDTRLKASLLYLTRELEELKEIEADLERQEKEVDEDTTVTIPSAVYVAQLYHQVSKIEWDYECEPGMVKGIHHGPSVAQPIHLDSTQLSRKFISDYLWSLVDTEW. Result: 0 (no interaction). (4) The miRNA is hsa-miR-149-5p with sequence UCUGGCUCCGUGUCUUCACUCCC. The protein sequence of the target gene is MFACSKFVSTPSLVKSTSQLLSRPLSAVVLKRPEILTDESLSSLAVSCPLTSLVSSRSFQTSAISRDIDTAAKFIGAGAATVGVAGSGAGIGTVFGSLIIGYARNPSLKQQLFSYAILGFALSEAMGLFCLMVAFLILFAM. Result: 1 (interaction). (5) The miRNA is mmu-miR-382-5p with sequence GAAGUUGUUCGUGGUGGAUUCG. The protein sequence of the target gene is MARESRESTTLDSHSAEDQMELLVIKVEQEESSPLAEETSWLGSPGPDRSRQRFRAFRYPEAAGPRQALSRLRELCRQWLRPDMHSKEQILELLVLEQFLTILPGELQAWVREQHPDSGEEVVALLEYLDRQLDDTPPQVPDDDDGQELLCSKAVLLTSAQGSESSQMEPVEPLLKQESLGSLPSEVRVTHVGHCGEDGVTATRLTSELQGLLKMEDVAPVLSPRWTEQDSSQMNLYKDGMQEHSGSLVSLDQDMQTKVRDLPRAEEYRDQKPEQTVCFLGEDTVPIPTGAEASEQEGKL.... Result: 0 (no interaction). (6) The miRNA is hsa-miR-3126-5p with sequence UGAGGGACAGAUGCCAGAAGCA. The protein sequence of the target gene is MMMDLFETGSYFFYLDGENVTLQPLEVAEGSPLYPGSDGTLSPCQDQMPQEAGSDSSGEEHVLAPPGLQPPHCPGQCLIWACKTCKRKSAPTDRRKAATLRERRRLKKINEAFEALKRRTVANPNQRLPKVEILRSAISYIERLQDLLHRLDQQEKMQELGVDPYSYKPKQEILEGADFLRTCSPQWPSVSDHSRGLVITAKEGGANVDASASSSLQRLSSIVDSISSEERKLPSVEEVVEK. Result: 0 (no interaction). (7) The miRNA is hsa-miR-6816-5p with sequence UGGGGCGGGGCAGGUCCCUGC. The protein sequence of the target gene is MYSVEDLLISHGYKPARDAAAPCEDKSERCRSTRTGPRAGQGLLNGYKDGATAHTHSRTSLGTGHVSNSENRISRPRGHREHQSTSRTPEARFLNQPSLAWSSQPQSGRDDIYWSRGRQEGSGSLCPRDWKELESRGMAQAYSLPVHVRENLWEVAGRTEHVMKNAIWEEELRMQDMSLESWKKPRELGRQASDGDGRKRPQEKFEGLYPFVHGEHTSQNRKKSQSLPRALSPKSLNFTEIPVPLHDGHITGVPKVPPYPPSFPSPSEPMRNLEKASSSGPFPRPKFGKPLKTPCYSSHS.... Result: 0 (no interaction). (8) The miRNA is hsa-miR-3928-3p with sequence GGAGGAACCUUGGAGCUUCGGC. The protein sequence of the target gene is MRGDRGRGRGGRFGSRGGPGGGFRPFVPHIPFDFYLCEMAFPRVKPAPDETSFSEALLKRNQDLAPNSAEQASILSLVTKINNVIDNLIVAPGTFEVQIEEVRQVGSYKKGTMTTGHNVADLVVILKILPTLEAVAALGNKVVESLRAQDPSEVLTMLTNETGFEISSSDATVKILITTVPPNLRKLDPELHLDIKVLQSALAAIRHARWFEENASQSTVKVLIRLLKDLRIRFPGFEPLTPWILDLLGHYAVMNNPTRQPLALNVAYRRCLQILAAGLFLPGSVGITDPCESGNFRVHT.... Result: 0 (no interaction).